From a dataset of Reaction yield outcomes from USPTO patents with 853,638 reactions. Predict the reaction yield, written as a fraction of the theoretical maximum amount of product (1.0 means a 100% yield; for example, 0.34 means a 34% yield). (1) The reactants are [C:1](/[N:3]=[C:4](\SC)/[NH:5][C:6]1[CH:11]=[CH:10][CH:9]=[C:8]([S:12]([C:15]([F:18])([F:17])[F:16])(=[O:14])=[O:13])[CH:7]=1)#[N:2].[NH2:21][NH2:22]. The catalyst is C(O)C. The product is [F:17][C:15]([F:16])([F:18])[S:12]([C:8]1[CH:7]=[C:6]([NH:5][C:4]2[N:3]=[C:1]([NH2:2])[NH:22][N:21]=2)[CH:11]=[CH:10][CH:9]=1)(=[O:13])=[O:14]. The yield is 0.940. (2) The reactants are C(OC(=O)[NH:10][CH2:11][CH2:12][CH2:13][CH2:14][C:15]1[CH:20]=[CH:19][C:18]([O:21][CH2:22][C:23](=[O:29])[NH:24][CH2:25][C:26](=[O:28])[NH2:27])=[CH:17][CH:16]=1)C1C=CC=CC=1. The catalyst is CCO.C1COCC1. The product is [NH2:10][CH2:11][CH2:12][CH2:13][CH2:14][C:15]1[CH:20]=[CH:19][C:18]([O:21][CH2:22][C:23]([NH:24][CH2:25][C:26](=[O:28])[NH2:27])=[O:29])=[CH:17][CH:16]=1. The yield is 0.910.